Dataset: Full USPTO retrosynthesis dataset with 1.9M reactions from patents (1976-2016). Task: Predict the reactants needed to synthesize the given product. (1) Given the product [C:1]1([S:7]([CH2:10][C:11]2[O:12][C:17]([N:19]([CH3:21])[CH3:20])=[N:14][N:13]=2)(=[O:8])=[O:9])[CH:2]=[CH:3][CH:4]=[CH:5][CH:6]=1, predict the reactants needed to synthesize it. The reactants are: [C:1]1([S:7]([CH2:10][C:11]([NH:13][NH2:14])=[O:12])(=[O:9])=[O:8])[CH:6]=[CH:5][CH:4]=[CH:3][CH:2]=1.[Cl-].Cl[C:17](=[N+:19]([CH3:21])[CH3:20])Cl.C(N(CC)CC)C. (2) Given the product [CH3:18][O:17][C:12]1[CH:13]=[CH:14][CH:15]=[CH:16][C:11]=1[N:1]1[C:9]2[C:4](=[CH:5][CH:6]=[CH:7][CH:8]=2)[CH:3]=[CH:2]1, predict the reactants needed to synthesize it. The reactants are: [NH:1]1[C:9]2[C:4](=[CH:5][CH:6]=[CH:7][CH:8]=2)[CH:3]=[CH:2]1.I[C:11]1[CH:16]=[CH:15][CH:14]=[CH:13][C:12]=1[O:17][CH3:18].